Dataset: Reaction yield outcomes from USPTO patents with 853,638 reactions. Task: Predict the reaction yield, written as a fraction of the theoretical maximum amount of product (1.0 means a 100% yield; for example, 0.34 means a 34% yield). The reactants are [Cl:1][C:2]1[CH:10]=[CH:9][C:5]([C:6]([OH:8])=O)=[CH:4][N:3]=1.CN(C(ON1N=NC2C=CC=NC1=2)=[N+](C)C)C.F[P-](F)(F)(F)(F)F.C(N(C(C)C)C(C)C)C.[CH3:44][O:45][C:46]1[C:51]2[N:52]=[C:53]([NH2:55])[S:54][C:50]=2[C:49]([N:56]2[CH2:61][CH2:60][O:59][CH2:58][CH2:57]2)=[CH:48][CH:47]=1. The catalyst is C1COCC1.O1CCOCC1.CN(C=O)C.O. The product is [Cl:1][C:2]1[CH:10]=[CH:9][C:5]([C:6]([NH:55][C:53]2[S:54][C:50]3[C:49]([N:56]4[CH2:61][CH2:60][O:59][CH2:58][CH2:57]4)=[CH:48][CH:47]=[C:46]([O:45][CH3:44])[C:51]=3[N:52]=2)=[O:8])=[CH:4][N:3]=1. The yield is 0.990.